From a dataset of Catalyst prediction with 721,799 reactions and 888 catalyst types from USPTO. Predict which catalyst facilitates the given reaction. (1) Reactant: [CH3:1][C:2](=[O:16])[CH2:3][CH2:4][CH2:5][CH2:6][CH2:7][CH2:8][CH2:9][CH2:10][CH2:11][CH2:12][CH2:13][CH2:14][CH3:15].C(OCC)C.[BH4-].[Na+]. Product: [CH3:1][CH:2]([OH:16])[CH2:3][CH2:4][CH2:5][CH2:6][CH2:7][CH2:8][CH2:9][CH2:10][CH2:11][CH2:12][CH2:13][CH2:14][CH3:15]. The catalyst class is: 11. (2) Reactant: C([O:3][C:4]([C:6]1[C:16]2=[C:17]3[C:12](=[CH:13][CH:14]=[CH:15]2)[CH2:11][CH2:10][CH2:9][N:8]3[CH:7]=1)=[O:5])C.[OH-].[Na+]. Product: [C:6]1([C:4]([OH:5])=[O:3])[C:16]2=[C:17]3[C:12](=[CH:13][CH:14]=[CH:15]2)[CH2:11][CH2:10][CH2:9][N:8]3[CH:7]=1. The catalyst class is: 40.